The task is: Predict the reaction yield, written as a fraction of the theoretical maximum amount of product (1.0 means a 100% yield; for example, 0.34 means a 34% yield).. This data is from Reaction yield outcomes from USPTO patents with 853,638 reactions. The yield is 0.750. The reactants are [F:1][C:2]1[CH:3]=[C:4]([C:27]2[C:28]([C:33]#[N:34])=[CH:29][CH:30]=[CH:31][CH:32]=2)[CH:5]=[CH:6][C:7]=1[CH2:8][C:9]1[C:14](=[O:15])[N:13]([C:16]2[CH:21]=[CH:20][C:19]([OH:22])=[CH:18][CH:17]=2)[C:12]([CH3:23])=[N:11][C:10]=1[CH2:24][CH2:25][CH3:26].[C:35](OC=C)(=O)[CH3:36].C(=O)([O-])[O-].[Na+].[Na+].C1(C)C=CC=CC=1. The product is [F:1][C:2]1[CH:3]=[C:4]([C:27]2[C:28]([C:33]#[N:34])=[CH:29][CH:30]=[CH:31][CH:32]=2)[CH:5]=[CH:6][C:7]=1[CH2:8][C:9]1[C:14](=[O:15])[N:13]([C:16]2[CH:21]=[CH:20][C:19]([O:22][CH:35]=[CH2:36])=[CH:18][CH:17]=2)[C:12]([CH3:23])=[N:11][C:10]=1[CH2:24][CH2:25][CH3:26]. The catalyst is C(OCC)(=O)C.C1CC=CCCC=C1.C1CC=CCCC=C1.[Cl-].[Cl-].[Ir].[Ir].